Task: Predict the reaction yield, written as a fraction of the theoretical maximum amount of product (1.0 means a 100% yield; for example, 0.34 means a 34% yield).. Dataset: Reaction yield outcomes from USPTO patents with 853,638 reactions The reactants are [C:1](=O)([O-])[O-].[K+].[K+].[Cl:7][C:8]1[N:13]=[C:12]([NH:14][C:15]2[CH:28]=[CH:27][C:18]3[C:19]([C:23]([NH:25][CH3:26])=[O:24])=[C:20]([CH3:22])[O:21][C:17]=3[CH:16]=2)[CH:11]=[CH:10][N:9]=1.CI. The catalyst is CC(C)=O. The product is [Cl:7][C:8]1[N:13]=[C:12]([N:14]([CH3:1])[C:15]2[CH:28]=[CH:27][C:18]3[C:19]([C:23]([NH:25][CH3:26])=[O:24])=[C:20]([CH3:22])[O:21][C:17]=3[CH:16]=2)[CH:11]=[CH:10][N:9]=1. The yield is 0.220.